This data is from Reaction yield outcomes from USPTO patents with 853,638 reactions. The task is: Predict the reaction yield, written as a fraction of the theoretical maximum amount of product (1.0 means a 100% yield; for example, 0.34 means a 34% yield). (1) The reactants are C([Mg]Br)(C)C.[Br:6][C:7]1[CH:12]=[CH:11][C:10](I)=[C:9]([CH3:14])[CH:8]=1.[O:15]=[C:16]1[CH2:21][CH2:20][CH:19]([C:22]([O:24][CH2:25][CH3:26])=[O:23])[CH2:18][CH2:17]1. The catalyst is O1CCCC1. The product is [Br:6][C:7]1[CH:12]=[CH:11][C:10]([C:16]2([OH:15])[CH2:17][CH2:18][CH:19]([C:22]([O:24][CH2:25][CH3:26])=[O:23])[CH2:20][CH2:21]2)=[C:9]([CH3:14])[CH:8]=1. The yield is 0.230. (2) The reactants are I[C:2]1[CH:3]=[CH:4][C:5]2[N:6]([N:8]=[CH:9][N:10]=2)[CH:7]=1.C([Mg]Br)(C)C.CN([CH:19]=[O:20])C.O. The catalyst is C1COCC1. The product is [N:10]1[CH:9]=[N:8][N:6]2[CH:7]=[C:2]([CH:19]=[O:20])[CH:3]=[CH:4][C:5]=12. The yield is 1.00.